Dataset: Catalyst prediction with 721,799 reactions and 888 catalyst types from USPTO. Task: Predict which catalyst facilitates the given reaction. Reactant: CS(C)=O.[C:5]([O:8][CH:9]([CH2:19][CH:20]=[C:21]([CH3:29])[CH2:22][CH2:23][CH2:24][CH:25]([CH3:28])[CH2:26][OH:27])[C:10]([CH3:18])=[CH:11][C:12]1[N:13]=[C:14]([CH3:17])[S:15][CH:16]=1)(=[O:7])[CH3:6].C(N(CC)CC)C.C(Cl)Cl. Product: [C:5]([O:8][CH:9]([CH2:19][CH:20]=[C:21]([CH3:29])[CH2:22][CH2:23][CH2:24][CH:25]([CH3:28])[CH:26]=[O:27])[C:10]([CH3:18])=[CH:11][C:12]1[N:13]=[C:14]([CH3:17])[S:15][CH:16]=1)(=[O:7])[CH3:6]. The catalyst class is: 27.